This data is from Catalyst prediction with 721,799 reactions and 888 catalyst types from USPTO. The task is: Predict which catalyst facilitates the given reaction. (1) Reactant: [F:1][C:2]1[CH:3]=[C:4]([CH2:8][C:9]([NH2:11])=[O:10])[CH:5]=[CH:6][CH:7]=1.[H-].[Na+].[O:14]1[C:18]2[CH:19]=[CH:20][CH:21]=[CH:22][C:17]=2[CH:16]=[C:15]1[C:23]1[N:27]2[N:28]=[C:29](Cl)[CH:30]=[CH:31][C:26]2=[N:25][CH:24]=1. Product: [O:14]1[C:18]2[CH:19]=[CH:20][CH:21]=[CH:22][C:17]=2[CH:16]=[C:15]1[C:23]1[N:27]2[N:28]=[C:29]([NH:11][C:9](=[O:10])[CH2:8][C:4]3[CH:5]=[CH:6][CH:7]=[C:2]([F:1])[CH:3]=3)[CH:30]=[CH:31][C:26]2=[N:25][CH:24]=1. The catalyst class is: 3. (2) Reactant: [NH2:1][C:2]1[C:11]2[C:6](=[CH:7][CH:8]=[CH:9][CH:10]=2)[C:5]([S:12]([OH:15])(=[O:14])=[O:13])=[CH:4][CH:3]=1.[C:16](Cl)(=[O:23])[C:17]1[CH:22]=[CH:21][CH:20]=[CH:19][CH:18]=1. Product: [C:16]([NH:1][C:2]1[C:11]2[C:6](=[CH:7][CH:8]=[CH:9][CH:10]=2)[C:5]([S:12]([OH:15])(=[O:13])=[O:14])=[CH:4][CH:3]=1)(=[O:23])[C:17]1[CH:22]=[CH:21][CH:20]=[CH:19][CH:18]=1. The catalyst class is: 17. (3) Reactant: [CH3:1][O:2][C:3]1[CH:4]=[C:5]2[C:10](=[CH:11][C:12]=1[O:13][CH3:14])[N:9]=[CH:8][N:7]=[C:6]2[N:15]1[CH2:24][CH2:23][C:22]2[C:17](=[CH:18][CH:19]=[C:20]([CH2:25][OH:26])[CH:21]=2)[CH2:16]1.[H-].[Na+].CI.[CH3:31]NC. Product: [CH3:1][O:2][C:3]1[CH:4]=[C:5]2[C:10](=[CH:11][C:12]=1[O:13][CH3:14])[N:9]=[CH:8][N:7]=[C:6]2[N:15]1[CH2:24][CH2:23][C:22]2[C:17](=[CH:18][CH:19]=[C:20]([CH2:25][O:26][CH3:31])[CH:21]=2)[CH2:16]1. The catalyst class is: 80. (4) Reactant: [N+:1]([O-:4])(O)=[O:2].[C:5]([C:8]1[CH:22]=[CH:21][C:11]([O:12][CH2:13][CH2:14][CH2:15][C:16]([O:18][CH2:19][CH3:20])=[O:17])=[C:10]([O:23][CH3:24])[CH:9]=1)(=[O:7])[CH3:6]. Product: [C:5]([C:8]1[C:22]([N+:1]([O-:4])=[O:2])=[CH:21][C:11]([O:12][CH2:13][CH2:14][CH2:15][C:16]([O:18][CH2:19][CH3:20])=[O:17])=[C:10]([O:23][CH3:24])[CH:9]=1)(=[O:7])[CH3:6]. The catalyst class is: 6. (5) Reactant: O1[C:5]2([CH2:10][CH2:9][N:8]([C:11]3[CH:16]=[CH:15][C:14]([NH:17][S:18]([C:21]4[CH:26]=[CH:25][C:24]([NH:27][C:28](=[O:30])[CH3:29])=[CH:23][CH:22]=4)(=[O:20])=[O:19])=[CH:13][CH:12]=3)[CH2:7][CH2:6]2)[O:4]CC1.Cl. Product: [O:4]=[C:5]1[CH2:6][CH2:7][N:8]([C:11]2[CH:16]=[CH:15][C:14]([NH:17][S:18]([C:21]3[CH:26]=[CH:25][C:24]([NH:27][C:28](=[O:30])[CH3:29])=[CH:23][CH:22]=3)(=[O:19])=[O:20])=[CH:13][CH:12]=2)[CH2:9][CH2:10]1. The catalyst class is: 74. (6) Reactant: [Br:1][C:2]1[C:7]([CH3:8])=[CH:6][C:5]([NH2:9])=[CH:4][C:3]=1[CH3:10].[F:11][CH2:12][CH2:13]OS(C1C=CC(C)=CC=1)(=O)=O.N1C(C)=CC=CC=1C. Product: [Br:1][C:2]1[C:7]([CH3:8])=[CH:6][C:5]([NH:9][CH2:13][CH2:12][F:11])=[CH:4][C:3]=1[CH3:10]. The catalyst class is: 44. (7) Reactant: I[CH:2]([CH3:4])[CH3:3].[Cl:5][C@H:6]1[C@H:10]([CH2:11][CH2:12][CH2:13][C:14]2[S:18][C:17]([C:19]([OH:21])=[O:20])=[CH:16][CH:15]=2)[C@@H:9]([C:22]#[C:23][C:24]2[CH:29]=[CH:28][CH:27]=[CH:26][CH:25]=2)[C@H:8]([OH:30])[CH2:7]1.C1CCN2C(=NCCC2)CC1. Product: [Cl:5][C@H:6]1[C@H:10]([CH2:11][CH2:12][CH2:13][C:14]2[S:18][C:17]([C:19]([O:21][CH:2]([CH3:4])[CH3:3])=[O:20])=[CH:16][CH:15]=2)[C@@H:9]([C:22]#[C:23][C:24]2[CH:25]=[CH:26][CH:27]=[CH:28][CH:29]=2)[C@H:8]([OH:30])[CH2:7]1. The catalyst class is: 21. (8) Reactant: C([O:3][C:4](=[O:19])[C:5]([O:8][C:9]1[CH:14]=[CH:13][CH:12]=[C:11]([NH:15][C:16](=[O:18])[CH3:17])[CH:10]=1)([CH3:7])[CH3:6])C.[OH-].[Li+]. Product: [C:16]([NH:15][C:11]1[CH:10]=[C:9]([CH:14]=[CH:13][CH:12]=1)[O:8][C:5]([CH3:6])([CH3:7])[C:4]([OH:19])=[O:3])(=[O:18])[CH3:17]. The catalyst class is: 20. (9) Reactant: C(OC([N:8]1[CH2:13][CH2:12][CH:11]([C@H:14]([CH3:28])[CH2:15][CH2:16][O:17][C:18]2[CH:23]=[CH:22][C:21]([S:24]([CH3:27])(=[O:26])=[O:25])=[CH:20][CH:19]=2)[CH2:10][CH2:9]1)=O)(C)(C)C.Cl. Product: [CH3:27][S:24]([C:21]1[CH:20]=[CH:19][C:18]([O:17][CH2:16][CH2:15][C@H:14]([CH:11]2[CH2:10][CH2:9][NH:8][CH2:13][CH2:12]2)[CH3:28])=[CH:23][CH:22]=1)(=[O:26])=[O:25]. The catalyst class is: 12.